Dataset: Full USPTO retrosynthesis dataset with 1.9M reactions from patents (1976-2016). Task: Predict the reactants needed to synthesize the given product. (1) Given the product [Cl:1][C:2]1[CH:7]=[CH:6][CH:5]=[CH:4][C:3]=1[CH2:8][CH2:9][N:10]([CH2:18][CH2:19][CH2:20][S:21][CH2:22][CH2:23][NH:26][CH2:27][C@H:28]([OH:29])[C:30]1[C:38]2[S:37][C:36](=[O:39])[NH:35][C:34]=2[C:33]([OH:40])=[CH:32][CH:31]=1)[C:11](=[O:17])[O:12][C:13]([CH3:14])([CH3:15])[CH3:16], predict the reactants needed to synthesize it. The reactants are: [Cl:1][C:2]1[CH:7]=[CH:6][CH:5]=[CH:4][C:3]=1[CH2:8][CH2:9][N:10]([CH2:18][CH2:19][CH2:20][S:21][CH2:22][CH:23]=O)[C:11](=[O:17])[O:12][C:13]([CH3:16])([CH3:15])[CH3:14].Cl.[NH2:26][CH2:27][C@@H:28]([C:30]1[C:38]2[S:37][C:36](=[O:39])[NH:35][C:34]=2[C:33]([OH:40])=[CH:32][CH:31]=1)[OH:29].C([BH3-])#N.[Na+]. (2) Given the product [CH3:1][C:2]1[CH:7]=[C:6]([C:8]2[C:13]([CH3:14])=[CH:12][C:11]([CH:15]=[N:18][OH:17])=[CH:10][N:9]=2)[CH:5]=[CH:4][N:3]=1, predict the reactants needed to synthesize it. The reactants are: [CH3:1][C:2]1[CH:7]=[C:6]([C:8]2[C:13]([CH3:14])=[CH:12][C:11]([CH:15]=O)=[CH:10][N:9]=2)[CH:5]=[CH:4][N:3]=1.[OH:17][NH2:18].CC([O-])=O.[Na+].C(OC(C)C)(=O)C. (3) Given the product [CH3:1][N:2]1[CH:6]=[CH:5][N:4]=[C:3]1[N:7]([CH2:19][C:20]1[CH:21]=[C:22]([CH3:26])[CH:23]=[CH:24][CH:25]=1)[C:8]1[C:9]2[N:10]([CH:16]=[CH:17][CH:18]=2)[N:11]=[CH:12][C:13]=1[C:14]([NH2:15])=[O:28], predict the reactants needed to synthesize it. The reactants are: [CH3:1][N:2]1[CH:6]=[CH:5][N:4]=[C:3]1[N:7]([CH2:19][C:20]1[CH:21]=[C:22]([CH3:26])[CH:23]=[CH:24][CH:25]=1)[C:8]1[C:9]2[N:10]([CH:16]=[CH:17][CH:18]=2)[N:11]=[CH:12][C:13]=1[C:14]#[N:15].[NH4+].[OH-:28].OO.CCCCCC. (4) Given the product [F:30][C:31]([F:36])([F:35])[C:32]([OH:34])=[O:33].[CH:5]12[CH2:8][CH2:9][CH:1]([CH2:7][CH2:6]1)[CH2:2][N:3]([C:10]([CH:12]1[CH2:15][C:14]([C:17]3[CH:22]=[CH:21][C:20]([CH2:23][N:24]4[CH2:25][CH2:26][CH2:27][CH2:28]4)=[C:19]([F:29])[CH:18]=3)=[CH:13]1)=[O:11])[CH2:4]2, predict the reactants needed to synthesize it. The reactants are: [CH:1]12[CH2:9][CH2:8][CH:5]([CH2:6][CH2:7]1)[CH2:4][N:3]([C:10]([CH:12]1[CH2:15][C:14]([C:17]3[CH:22]=[CH:21][C:20]([CH2:23][N:24]4[CH2:28][CH2:27][CH2:26][CH2:25]4)=[C:19]([F:29])[CH:18]=3)(O)[CH2:13]1)=[O:11])[CH2:2]2.[F:30][C:31]([F:36])([F:35])[C:32]([OH:34])=[O:33]. (5) Given the product [OH:1][C:2]1[CH:3]=[CH:4][C:5]2[NH:11][C:13](=[O:15])[O:8][C:7](=[O:9])[C:6]=2[CH:10]=1, predict the reactants needed to synthesize it. The reactants are: [OH:1][C:2]1[CH:10]=[C:6]([C:7]([OH:9])=[O:8])[C:5]([NH2:11])=[CH:4][CH:3]=1.Cl[C:13](Cl)([O:15]C(=O)OC(Cl)(Cl)Cl)Cl.O.